Dataset: NCI-60 drug combinations with 297,098 pairs across 59 cell lines. Task: Regression. Given two drug SMILES strings and cell line genomic features, predict the synergy score measuring deviation from expected non-interaction effect. (1) Drug 1: CCC1=C2CN3C(=CC4=C(C3=O)COC(=O)C4(CC)O)C2=NC5=C1C=C(C=C5)O. Drug 2: COCCOC1=C(C=C2C(=C1)C(=NC=N2)NC3=CC=CC(=C3)C#C)OCCOC.Cl. Cell line: HCT116. Synergy scores: CSS=54.2, Synergy_ZIP=10.2, Synergy_Bliss=9.41, Synergy_Loewe=-21.6, Synergy_HSA=9.32. (2) Drug 1: CC1OCC2C(O1)C(C(C(O2)OC3C4COC(=O)C4C(C5=CC6=C(C=C35)OCO6)C7=CC(=C(C(=C7)OC)O)OC)O)O. Drug 2: COC1=NC(=NC2=C1N=CN2C3C(C(C(O3)CO)O)O)N. Cell line: LOX IMVI. Synergy scores: CSS=31.5, Synergy_ZIP=3.89, Synergy_Bliss=2.73, Synergy_Loewe=-23.7, Synergy_HSA=-0.928. (3) Drug 1: CC1=C(C=C(C=C1)C(=O)NC2=CC(=CC(=C2)C(F)(F)F)N3C=C(N=C3)C)NC4=NC=CC(=N4)C5=CN=CC=C5. Drug 2: C1CC(=O)NC(=O)C1N2C(=O)C3=CC=CC=C3C2=O. Cell line: LOX IMVI. Synergy scores: CSS=-7.45, Synergy_ZIP=3.30, Synergy_Bliss=-6.86, Synergy_Loewe=-13.3, Synergy_HSA=-13.3. (4) Drug 1: CC1=C(N=C(N=C1N)C(CC(=O)N)NCC(C(=O)N)N)C(=O)NC(C(C2=CN=CN2)OC3C(C(C(C(O3)CO)O)O)OC4C(C(C(C(O4)CO)O)OC(=O)N)O)C(=O)NC(C)C(C(C)C(=O)NC(C(C)O)C(=O)NCCC5=NC(=CS5)C6=NC(=CS6)C(=O)NCCC[S+](C)C)O. Drug 2: C1=CC=C(C(=C1)C(C2=CC=C(C=C2)Cl)C(Cl)Cl)Cl. Cell line: KM12. Synergy scores: CSS=8.23, Synergy_ZIP=3.45, Synergy_Bliss=10.6, Synergy_Loewe=-13.3, Synergy_HSA=-3.63. (5) Drug 1: C1=CC=C(C=C1)NC(=O)CCCCCCC(=O)NO. Drug 2: CC1C(C(CC(O1)OC2CC(CC3=C2C(=C4C(=C3O)C(=O)C5=C(C4=O)C(=CC=C5)OC)O)(C(=O)CO)O)N)O.Cl. Cell line: HCT116. Synergy scores: CSS=47.6, Synergy_ZIP=7.17, Synergy_Bliss=3.37, Synergy_Loewe=-8.56, Synergy_HSA=3.44.